Dataset: Forward reaction prediction with 1.9M reactions from USPTO patents (1976-2016). Task: Predict the product of the given reaction. (1) Given the reactants Br[CH2:2][CH2:3][OH:4].[CH2:5]([S:12]([C:15]1[NH:16][CH:17]=[C:18]([C:20]2[CH:25]=[CH:24][CH:23]=[C:22]([CH3:26])[N:21]=2)[N:19]=1)(=[O:14])=[O:13])[C:6]1[CH:11]=[CH:10][CH:9]=[CH:8][CH:7]=1, predict the reaction product. The product is: [CH2:5]([S:12]([C:15]1[N:16]([CH2:2][CH2:3][OH:4])[CH:17]=[C:18]([C:20]2[CH:25]=[CH:24][CH:23]=[C:22]([CH3:26])[N:21]=2)[N:19]=1)(=[O:14])=[O:13])[C:6]1[CH:7]=[CH:8][CH:9]=[CH:10][CH:11]=1. (2) Given the reactants [Cl:1][C:2]1[CH:10]=[C:6]([C:7]([OH:9])=O)[C:5]([OH:11])=[CH:4][CH:3]=1.[NH2:12][C:13]1[S:14][CH:15]=[C:16]([C:18]2[CH:23]=[CH:22][C:21]([C:24]([F:27])([F:26])[F:25])=[CH:20][CH:19]=2)[N:17]=1, predict the reaction product. The product is: [Cl:1][C:2]1[CH:3]=[CH:4][C:5]([OH:11])=[C:6]([CH:10]=1)[C:7]([NH:12][C:13]1[S:14][CH:15]=[C:16]([C:18]2[CH:19]=[CH:20][C:21]([C:24]([F:27])([F:25])[F:26])=[CH:22][CH:23]=2)[N:17]=1)=[O:9]. (3) Given the reactants [S:1]1[CH:5]=[CH:4][C:3]2[C:6](=[O:9])[CH2:7][CH2:8][C:2]1=2.[H-].[Na+].C1([O:18][C:19](=O)[C:20]2[CH:25]=[CH:24][CH:23]=[C:22]([Br:26])[CH:21]=2)C=CC=CC=1.Cl, predict the reaction product. The product is: [Br:26][C:22]1[CH:21]=[C:20]([CH:25]=[CH:24][CH:23]=1)[C:19]([CH:7]1[CH2:8][C:2]2[S:1][CH:5]=[CH:4][C:3]=2[C:6]1=[O:9])=[O:18]. (4) Given the reactants [Cl:1][C:2]1[N:7]=[CH:6][C:5]([OH:8])=[CH:4][CH:3]=1.[C:9]([O:13][C:14]([N:16]1[CH2:21][CH2:20][C@H:19](O)[C@H:18]([F:23])[CH2:17]1)=[O:15])([CH3:12])([CH3:11])[CH3:10], predict the reaction product. The product is: [C:9]([O:13][C:14]([N:16]1[CH2:21][CH2:20][C@@H:19]([O:8][C:5]2[CH:6]=[N:7][C:2]([Cl:1])=[CH:3][CH:4]=2)[C@H:18]([F:23])[CH2:17]1)=[O:15])([CH3:12])([CH3:10])[CH3:11]. (5) The product is: [Cl:1][C:2]1[CH:11]=[CH:10][CH:9]=[C:8]2[C:3]=1[CH:4]=[CH:5][C:6]([S:12]([NH2:16])(=[O:14])=[O:13])=[CH:7]2. Given the reactants [Cl:1][C:2]1[CH:11]=[CH:10][CH:9]=[C:8]2[C:3]=1[CH:4]=[CH:5][C:6]([S:12](Cl)(=[O:14])=[O:13])=[CH:7]2.[NH3:16], predict the reaction product. (6) Given the reactants [F:1][C:2]1[CH:28]=[CH:27][C:5]([CH2:6][CH:7]2[CH2:12][CH2:11][N:10]([C:13](=[O:26])[C:14]([NH:16][C:17]3[CH:22]=[CH:21][CH:20]=[C:19]([N+:23]([O-])=O)[CH:18]=3)=[O:15])[CH2:9][CH2:8]2)=[CH:4][CH:3]=1, predict the reaction product. The product is: [NH2:23][C:19]1[CH:18]=[C:17]([NH:16][C:14](=[O:15])[C:13]([N:10]2[CH2:11][CH2:12][CH:7]([CH2:6][C:5]3[CH:27]=[CH:28][C:2]([F:1])=[CH:3][CH:4]=3)[CH2:8][CH2:9]2)=[O:26])[CH:22]=[CH:21][CH:20]=1. (7) Given the reactants [CH3:1][O:2][C:3]1[CH:4]=[C:5]2[C:9](=[CH:10][CH:11]=1)[N:8]([CH3:12])[CH:7]=[C:6]2[C:13]1[N:25](COCC[Si](C)(C)C)[C:16]2[N:17]=[CH:18][C:19]3[N:20]([C:21]([CH3:24])=[N:22][N:23]=3)[C:15]=2[CH:14]=1.CN(C=O)C.C(N)CN.CCCC[N+](CCCC)(CCCC)CCCC.[F-], predict the reaction product. The product is: [CH3:1][O:2][C:3]1[CH:4]=[C:5]2[C:9](=[CH:10][CH:11]=1)[N:8]([CH3:12])[CH:7]=[C:6]2[C:13]1[NH:25][C:16]2[N:17]=[CH:18][C:19]3[N:20]([C:21]([CH3:24])=[N:22][N:23]=3)[C:15]=2[CH:14]=1. (8) Given the reactants [NH2:1][C:2]1[CH:6]=[CH:5][NH:4][N:3]=1.O/[CH:8]=[C:9]1\[C:10](=[O:18])[NH:11][C:12]2[C:17]\1=[CH:16][CH:15]=[CH:14][CH:13]=2.[CH3:19][C:20]1[CH:32]=[C:31]([CH3:33])[CH:30]=[C:29]([CH3:34])[C:21]=1[CH2:22]C1C=C(N)NN=1, predict the reaction product. The product is: [CH3:22][C:21]1[C:29]([CH3:34])=[CH:30][C:31]([CH3:33])=[CH:32][C:20]=1[CH2:19][C:5]1[CH:6]=[C:2]([NH:1][CH:8]=[C:9]2[C:17]3[C:12](=[CH:13][CH:14]=[CH:15][CH:16]=3)[NH:11][C:10]2=[O:18])[NH:3][N:4]=1. (9) Given the reactants Cl[S:2]([C:5]1[CH:13]=[CH:12][C:8]([C:9]([OH:11])=[O:10])=[CH:7][CH:6]=1)(=[O:4])=[O:3].[NH2:14][C:15]1[CH:20]=[CH:19][CH:18]=[C:17]([CH3:21])[CH:16]=1, predict the reaction product. The product is: [C:17]1([CH3:21])[CH:18]=[CH:19][CH:20]=[C:15]([NH:14][S:2]([C:5]2[CH:13]=[CH:12][C:8]([C:9]([OH:11])=[O:10])=[CH:7][CH:6]=2)(=[O:4])=[O:3])[CH:16]=1.